From a dataset of Forward reaction prediction with 1.9M reactions from USPTO patents (1976-2016). Predict the product of the given reaction. (1) Given the reactants [Cl:1][C:2]1[CH:7]=[CH:6][C:5]([C:8]([CH3:14])([CH3:13])[C:9]([O:11]C)=[O:10])=[C:4]([F:15])[CH:3]=1.[OH-].[K+], predict the reaction product. The product is: [Cl:1][C:2]1[CH:7]=[CH:6][C:5]([C:8]([CH3:13])([CH3:14])[C:9]([OH:11])=[O:10])=[C:4]([F:15])[CH:3]=1. (2) Given the reactants [Cl:1][C:2]1[CH:3]=[CH:4][C:5]([F:21])=[C:6]([C:8]2[CH:17]=[C:16](B(O)O)[C:15]3[C:10](=[N:11][CH:12]=[CH:13][CH:14]=3)[N:9]=2)[CH:7]=1.C1(S([N:31]2[C:35]3=[CH:36][N:37]=[CH:38][CH:39]=[C:34]3[C:33](I)=[CH:32]2)(=O)=O)C=CC=CC=1.[C:41](=O)([OH:43])[O-:42].[Na+], predict the reaction product. The product is: [CH:41]([OH:43])=[O:42].[Cl:1][C:2]1[CH:3]=[CH:4][C:5]([F:21])=[C:6]([C:8]2[CH:17]=[C:16]([C:33]3[C:34]4[C:35](=[CH:36][N:37]=[CH:38][CH:39]=4)[NH:31][CH:32]=3)[C:15]3[C:10](=[N:11][CH:12]=[CH:13][CH:14]=3)[N:9]=2)[CH:7]=1. (3) Given the reactants [C:1]([N:5]1[C:9]([C:10]2[CH:15]=[CH:14][C:13]([O:16][CH3:17])=[CH:12][CH:11]=2)=[CH:8][C:7]([CH2:18][CH2:19][CH:20]=O)=[N:6]1)([CH3:4])([CH3:3])[CH3:2].[F:22][C:23]1[CH:28]=[CH:27][C:26]([CH:29]([C:36]2[CH:41]=[CH:40][C:39]([F:42])=[CH:38][CH:37]=2)[N:30]2[CH2:35][CH2:34][NH:33][CH2:32][CH2:31]2)=[CH:25][CH:24]=1.CCN(C(C)C)C(C)C.[BH-](OC(C)=O)(OC(C)=O)OC(C)=O.[Na+], predict the reaction product. The product is: [C:1]([N:5]1[C:9]([C:10]2[CH:15]=[CH:14][C:13]([O:16][CH3:17])=[CH:12][CH:11]=2)=[CH:8][C:7]([CH2:18][CH2:19][CH2:20][N:33]2[CH2:32][CH2:31][N:30]([CH:29]([C:36]3[CH:41]=[CH:40][C:39]([F:42])=[CH:38][CH:37]=3)[C:26]3[CH:25]=[CH:24][C:23]([F:22])=[CH:28][CH:27]=3)[CH2:35][CH2:34]2)=[N:6]1)([CH3:2])([CH3:4])[CH3:3].